This data is from NCI-60 drug combinations with 297,098 pairs across 59 cell lines. The task is: Regression. Given two drug SMILES strings and cell line genomic features, predict the synergy score measuring deviation from expected non-interaction effect. (1) Drug 1: CS(=O)(=O)C1=CC(=C(C=C1)C(=O)NC2=CC(=C(C=C2)Cl)C3=CC=CC=N3)Cl. Drug 2: C1CN1P(=S)(N2CC2)N3CC3. Cell line: ACHN. Synergy scores: CSS=16.0, Synergy_ZIP=-10.7, Synergy_Bliss=-5.31, Synergy_Loewe=-31.9, Synergy_HSA=-6.73. (2) Drug 1: COC1=CC(=CC(=C1O)OC)C2C3C(COC3=O)C(C4=CC5=C(C=C24)OCO5)OC6C(C(C7C(O6)COC(O7)C8=CC=CS8)O)O. Drug 2: C(CN)CNCCSP(=O)(O)O. Cell line: HOP-92. Synergy scores: CSS=39.0, Synergy_ZIP=0.994, Synergy_Bliss=-1.60, Synergy_Loewe=-71.4, Synergy_HSA=-2.55. (3) Drug 1: C1CN1C2=NC(=NC(=N2)N3CC3)N4CC4. Drug 2: CC1=C(N=C(N=C1N)C(CC(=O)N)NCC(C(=O)N)N)C(=O)NC(C(C2=CN=CN2)OC3C(C(C(C(O3)CO)O)O)OC4C(C(C(C(O4)CO)O)OC(=O)N)O)C(=O)NC(C)C(C(C)C(=O)NC(C(C)O)C(=O)NCCC5=NC(=CS5)C6=NC(=CS6)C(=O)NCCC[S+](C)C)O. Cell line: MOLT-4. Synergy scores: CSS=71.5, Synergy_ZIP=1.14, Synergy_Bliss=0.669, Synergy_Loewe=-4.67, Synergy_HSA=3.35. (4) Drug 1: CN1CCC(CC1)COC2=C(C=C3C(=C2)N=CN=C3NC4=C(C=C(C=C4)Br)F)OC. Drug 2: C1CCC(C1)C(CC#N)N2C=C(C=N2)C3=C4C=CNC4=NC=N3. Cell line: SNB-19. Synergy scores: CSS=-1.48, Synergy_ZIP=1.01, Synergy_Bliss=0.398, Synergy_Loewe=-6.56, Synergy_HSA=-2.78. (5) Drug 1: CN1CCC(CC1)COC2=C(C=C3C(=C2)N=CN=C3NC4=C(C=C(C=C4)Br)F)OC. Drug 2: CS(=O)(=O)C1=CC(=C(C=C1)C(=O)NC2=CC(=C(C=C2)Cl)C3=CC=CC=N3)Cl. Cell line: SK-MEL-5. Synergy scores: CSS=-4.71, Synergy_ZIP=4.28, Synergy_Bliss=6.58, Synergy_Loewe=0.120, Synergy_HSA=0.947. (6) Drug 1: CNC(=O)C1=CC=CC=C1SC2=CC3=C(C=C2)C(=NN3)C=CC4=CC=CC=N4. Drug 2: CC1CCC2CC(C(=CC=CC=CC(CC(C(=O)C(C(C(=CC(C(=O)CC(OC(=O)C3CCCCN3C(=O)C(=O)C1(O2)O)C(C)CC4CCC(C(C4)OC)O)C)C)O)OC)C)C)C)OC. Cell line: NCI-H226. Synergy scores: CSS=18.3, Synergy_ZIP=-2.49, Synergy_Bliss=4.41, Synergy_Loewe=-1.66, Synergy_HSA=4.09. (7) Synergy scores: CSS=6.49, Synergy_ZIP=-3.59, Synergy_Bliss=-4.73, Synergy_Loewe=-5.94, Synergy_HSA=-6.95. Drug 2: CC1=C(C(CCC1)(C)C)C=CC(=CC=CC(=CC(=O)O)C)C. Cell line: 786-0. Drug 1: C1=CC(=CC=C1CC(C(=O)O)N)N(CCCl)CCCl.Cl. (8) Drug 1: CC1C(C(CC(O1)OC2CC(CC3=C2C(=C4C(=C3O)C(=O)C5=C(C4=O)C(=CC=C5)OC)O)(C(=O)C)O)N)O.Cl. Drug 2: CN1C2=C(C=C(C=C2)N(CCCl)CCCl)N=C1CCCC(=O)O.Cl. Cell line: UACC62. Synergy scores: CSS=18.0, Synergy_ZIP=-5.60, Synergy_Bliss=0.956, Synergy_Loewe=-5.83, Synergy_HSA=1.86. (9) Cell line: HOP-92. Synergy scores: CSS=14.6, Synergy_ZIP=-8.66, Synergy_Bliss=-8.83, Synergy_Loewe=-12.8, Synergy_HSA=-5.46. Drug 2: C1=NC2=C(N=C(N=C2N1C3C(C(C(O3)CO)O)O)F)N. Drug 1: CN(CC1=CN=C2C(=N1)C(=NC(=N2)N)N)C3=CC=C(C=C3)C(=O)NC(CCC(=O)O)C(=O)O.